From a dataset of Full USPTO retrosynthesis dataset with 1.9M reactions from patents (1976-2016). Predict the reactants needed to synthesize the given product. Given the product [NH2:1][C:2]1[C:7]2[C:8](=[O:32])[N:9]([C:13]3[CH:18]=[C:17]([CH3:19])[C:16]([C:20]4[CH:21]=[N:22][N:23]([CH2:25][C:26]([F:29])([F:28])[CH3:27])[C:24]=4[CH3:35])=[C:15]([CH3:31])[CH:14]=3)[CH2:51][CH2:52][O:54][C:6]=2[N:5]=[CH:4][N:3]=1, predict the reactants needed to synthesize it. The reactants are: [NH2:1][C:2]1[C:7]2[C:8](=[O:32])[N:9]([C:13]3[CH:18]=[C:17]([CH3:19])[C:16]([C:20]4[C:21](C)=[N:22][N:23]([CH2:25][C:26]([F:29])([F:28])[CH3:27])[CH:24]=4)=[C:15]([CH3:31])[CH:14]=3)CCO[C:6]=2[N:5]=[CH:4][N:3]=1.B1(B2OC(C)(C)C(C)(C)O2)OC(C)(C)[C:35](C)(C)O1.[CH3:51][C:52]([O-:54])=O.[K+].